From a dataset of Reaction yield outcomes from USPTO patents with 853,638 reactions. Predict the reaction yield, written as a fraction of the theoretical maximum amount of product (1.0 means a 100% yield; for example, 0.34 means a 34% yield). (1) The reactants are [CH3:1][N:2]1[CH2:7][CH2:6][N:5]([C:8]2[CH:9]=[CH:10][C:11]([N+:15]([O-])=O)=[C:12]([CH:14]=2)[NH2:13])[CH2:4][CH2:3]1.Cl.C(O[C:22](=N)[CH2:23][C:24]([O:26][CH2:27][CH3:28])=[O:25])C.[OH-].[Na+]. The catalyst is O. The product is [CH2:27]([O:26][C:24](=[O:25])[CH2:23][C:22]1[NH:13][C:12]2[CH:14]=[C:8]([N:5]3[CH2:6][CH2:7][N:2]([CH3:1])[CH2:3][CH2:4]3)[CH:9]=[CH:10][C:11]=2[N:15]=1)[CH3:28]. The yield is 0.901. (2) The reactants are [NH2:1][C:2]1[CH:7]=[CH:6][C:5]([C:8]2[O:12][C:11]([C@H:13]([NH:24][C:25]3[CH:32]=[CH:31][C:28]([C:29]#[N:30])=[C:27]([Cl:33])[C:26]=3[CH3:34])[C@H:14]([O:16][Si:17]([C:20]([CH3:23])([CH3:22])[CH3:21])([CH3:19])[CH3:18])[CH3:15])=[N:10][N:9]=2)=[CH:4][CH:3]=1.[C:35](Cl)(=[O:39])[CH2:36][CH2:37][CH3:38]. The product is [Si:17]([O:16][C@H:14]([CH3:15])[C@H:13]([C:11]1[O:12][C:8]([C:5]2[CH:4]=[CH:3][C:2]([NH:1][C:35](=[O:39])[CH2:36][CH2:37][CH3:38])=[CH:7][CH:6]=2)=[N:9][N:10]=1)[NH:24][C:25]1[CH:32]=[CH:31][C:28]([C:29]#[N:30])=[C:27]([Cl:33])[C:26]=1[CH3:34])([C:20]([CH3:22])([CH3:23])[CH3:21])([CH3:19])[CH3:18]. The yield is 1.00. The catalyst is C(Cl)Cl.N1C=CC=CC=1. (3) The reactants are [F:1][C:2]1[CH:7]=[CH:6][CH:5]=[C:4]([O:8][C:9]2[CH:14]=[CH:13][C:12](I)=[CH:11][CH:10]=2)[C:3]=1[F:16].[CH3:17][C:18]1([CH3:34])[C:22]([CH3:24])([CH3:23])[O:21][B:20]([B:20]2[O:21][C:22]([CH3:24])([CH3:23])[C:18]([CH3:34])([CH3:17])[O:19]2)[O:19]1.C([O-])(=O)C.[K+]. The catalyst is CN(C)C=O.O.CC([O-])=O.CC([O-])=O.[Pd+2]. The product is [F:16][C:3]1[C:2]([F:1])=[CH:7][CH:6]=[CH:5][C:4]=1[O:8][C:9]1[CH:14]=[CH:13][C:12]([B:20]2[O:21][C:22]([CH3:24])([CH3:23])[C:18]([CH3:34])([CH3:17])[O:19]2)=[CH:11][CH:10]=1. The yield is 0.750. (4) The reactants are C1(C)C=CC(S([N:10]2[CH2:16][C:12]3([CH2:15][O:14][CH2:13]3)[CH2:11]2)(=O)=O)=CC=1.[Mg].[C:19]([OH:24])(=[O:23])[C:20]([OH:22])=[O:21]. The catalyst is CO. The product is [C:19]([OH:24])(=[O:23])[C:20]([OH:22])=[O:21].[CH2:13]1[C:12]2([CH2:16][NH:10][CH2:11]2)[CH2:15][O:14]1. The yield is 0.736. (5) The reactants are [Br:1][C:2]1[CH:3]=[C:4]([C:12]([OH:14])=O)[C:5]2[O:10][CH2:9][CH2:8][O:7][C:6]=2[CH:11]=1.[NH2:15][C@@H:16]([CH2:27][OH:28])[CH2:17][C:18]1[C:26]2[C:21](=[CH:22][CH:23]=[CH:24][CH:25]=2)[NH:20][CH:19]=1.C(Cl)CCl.C1C=CC2N(O)N=NC=2C=1. The catalyst is CN(C=O)C. The product is [OH:28][CH2:27][C@H:16]([NH:15][C:12]([C:4]1[C:5]2[O:10][CH2:9][CH2:8][O:7][C:6]=2[CH:11]=[C:2]([Br:1])[CH:3]=1)=[O:14])[CH2:17][C:18]1[C:26]2[C:21](=[CH:22][CH:23]=[CH:24][CH:25]=2)[NH:20][CH:19]=1. The yield is 0.760. (6) The reactants are [Br:1][C:2]1[C:3]([OH:10])=[C:4]([C:7]([OH:9])=O)[S:5][CH:6]=1.[F:11][C:12]([F:25])([F:24])[C:13]1[CH:14]=[C:15]([CH:17]=[C:18]([C:20]([F:23])([F:22])[F:21])[CH:19]=1)[NH2:16]. No catalyst specified. The product is [Br:1][C:2]1[C:3]([OH:10])=[C:4]([C:7]([NH:16][C:15]2[CH:17]=[C:18]([C:20]([F:21])([F:22])[F:23])[CH:19]=[C:13]([C:12]([F:11])([F:24])[F:25])[CH:14]=2)=[O:9])[S:5][CH:6]=1. The yield is 0.824. (7) The reactants are [N+:1]([O-:4])([O-])=[O:2].[K+].[F:6][C:7]1[CH:8]=[C:9]([CH:12]=[CH:13][C:14]=1[CH3:15])[C:10]#[N:11]. The catalyst is OS(O)(=O)=O. The product is [F:6][C:7]1[CH:8]=[C:9]([CH:12]=[C:13]([N+:1]([O-:4])=[O:2])[C:14]=1[CH3:15])[C:10]#[N:11]. The yield is 0.930.